This data is from Peptide-MHC class I binding affinity with 185,985 pairs from IEDB/IMGT. The task is: Regression. Given a peptide amino acid sequence and an MHC pseudo amino acid sequence, predict their binding affinity value. This is MHC class I binding data. The peptide sequence is KLFGFGAQF. The MHC is HLA-B44:02 with pseudo-sequence HLA-B44:02. The binding affinity (normalized) is 0.0847.